This data is from Reaction yield outcomes from USPTO patents with 853,638 reactions. The task is: Predict the reaction yield, written as a fraction of the theoretical maximum amount of product (1.0 means a 100% yield; for example, 0.34 means a 34% yield). (1) The reactants are C1(S([N:10]2[CH:14]=[C:13]([C:15]([C:17]3[CH:22]=[C:21]([O:23][CH3:24])[C:20]([O:25][CH3:26])=[C:19]([O:27][CH3:28])[CH:18]=3)=[O:16])[N:12]=[C:11]2[C:29]2[C:37]3[C:32](=[CH:33][CH:34]=[CH:35][CH:36]=3)[N:31](S(C3C=CC=CC=3)(=O)=O)[CH:30]=2)(=O)=O)C=CC=CC=1.[OH-].[Na+]. The catalyst is C(O)C.O. The product is [NH:31]1[C:32]2[C:37](=[CH:36][CH:35]=[CH:34][CH:33]=2)[C:29]([C:11]2[NH:10][CH:14]=[C:13]([C:15]([C:17]3[CH:22]=[C:21]([O:23][CH3:24])[C:20]([O:25][CH3:26])=[C:19]([O:27][CH3:28])[CH:18]=3)=[O:16])[N:12]=2)=[CH:30]1. The yield is 0.600. (2) The reactants are [ClH:1].[NH2:2][C@@H:3]1[C:9](=[O:10])[N:8]2[CH2:11][CH2:12][CH2:13][CH2:14][C@@H:7]2[CH:6]=[CH:5][CH2:4]1.[H][H]. The catalyst is CO.[Pd]. The product is [ClH:1].[NH2:2][C@@H:3]1[C:9](=[O:10])[N:8]2[CH2:11][CH2:12][CH2:13][CH2:14][C@@H:7]2[CH2:6][CH2:5][CH2:4]1. The yield is 0.920. (3) The reactants are [CH2:1]1[C:7]2[CH:8]=[CH:9][C:10]([O:12][C:13]3[CH:21]=[CH:20][C:16]([C:17]([NH2:19])=[O:18])=[CH:15][N:14]=3)=[CH:11][C:6]=2[CH2:5][CH2:4][CH2:3][NH:2]1.C([O-])([O-])=O.[K+].[K+].[CH2:28](Br)[CH2:29][CH:30]([CH3:32])[CH3:31]. The catalyst is CN(C=O)C. The product is [CH3:31][CH:30]([CH3:32])[CH2:29][CH2:28][N:2]1[CH2:3][CH2:4][CH2:5][C:6]2[CH:11]=[C:10]([O:12][C:13]3[CH:21]=[CH:20][C:16]([C:17]([NH2:19])=[O:18])=[CH:15][N:14]=3)[CH:9]=[CH:8][C:7]=2[CH2:1]1. The yield is 0.720. (4) The reactants are CO.C([CH:10]([OH:34])[CH2:11][O:12][CH2:13][CH2:14][O:15][CH2:16][CH2:17][O:18][CH2:19][CH2:20][O:21][CH2:22][CH2:23][O:24][CH2:25][CH2:26][O:27][CH2:28][CH2:29][O:30][CH2:31][CH2:32][OH:33])C1C=CC=CC=1.CCCCCC. The catalyst is [Pd].CC(OC)(C)C. The product is [CH2:32]([OH:33])[CH2:31][O:30][CH2:29][CH2:28][O:27][CH2:26][CH2:25][O:24][CH2:23][CH2:22][O:21][CH2:20][CH2:19][O:18][CH2:17][CH2:16][O:15][CH2:14][CH2:13][O:12][CH2:11][CH2:10][OH:34]. The yield is 0.510. (5) The reactants are [C:1]([O:5][C:6]([NH:8][C@@H:9]1[CH2:13][CH2:12][C@H:11](C(O)=O)[CH2:10]1)=[O:7])([CH3:4])([CH3:3])[CH3:2].C1(P(N=[N+]=[N-])(C2C=CC=CC=2)=[O:24])C=CC=CC=1.C([N:36]([CH2:39]C)CC)C.[CH2:41]([OH:48])[C:42]1[CH:47]=[CH:46][CH:45]=[CH:44][CH:43]=1. The catalyst is C1(C)C=CC=CC=1. The product is [CH2:41]([O:48][C:39](=[O:24])[NH:36][C@H:11]1[CH2:12][CH2:13][C@@H:9]([NH:8][C:6]([O:5][C:1]([CH3:2])([CH3:3])[CH3:4])=[O:7])[CH2:10]1)[C:42]1[CH:47]=[CH:46][CH:45]=[CH:44][CH:43]=1. The yield is 0.482.